From a dataset of Reaction yield outcomes from USPTO patents with 853,638 reactions. Predict the reaction yield, written as a fraction of the theoretical maximum amount of product (1.0 means a 100% yield; for example, 0.34 means a 34% yield). The reactants are [CH3:1][C:2]1[O:6][N:5]=[C:4]([C:7]2[CH:12]=[CH:11][CH:10]=[CH:9][CH:8]=2)[C:3]=1[CH2:13][O:14][C:15]1[N:20]=[N:19][C:18]([NH2:21])=[CH:17][CH:16]=1.[C:22]1([CH3:31])[CH:27]=[CH:26][C:25]([C:28](Cl)=[O:29])=[CH:24][CH:23]=1. No catalyst specified. The product is [CH3:31][C:22]1[CH:27]=[CH:26][C:25]([C:28]([NH:21][C:18]2[N:19]=[N:20][C:15]([O:14][CH2:13][C:3]3[C:4]([C:7]4[CH:8]=[CH:9][CH:10]=[CH:11][CH:12]=4)=[N:5][O:6][C:2]=3[CH3:1])=[CH:16][CH:17]=2)=[O:29])=[CH:24][CH:23]=1. The yield is 0.800.